This data is from Volume of distribution at steady state (VDss) regression data from Lombardo et al.. The task is: Regression/Classification. Given a drug SMILES string, predict its absorption, distribution, metabolism, or excretion properties. Task type varies by dataset: regression for continuous measurements (e.g., permeability, clearance, half-life) or binary classification for categorical outcomes (e.g., BBB penetration, CYP inhibition). For this dataset (vdss_lombardo), we predict log10(VDss) (log10 of volume of distribution in L/kg). (1) The drug is Cn1c(CNc2ccc(C(N)=[NH2+])cc2)nc2cc(C(=O)N(CCC(=O)[O-])c3ccccn3)ccc21. The log10(VDss) is -0.0700. (2) The drug is CC[NH2+]CC(O)c1cccc(O)c1. The log10(VDss) is 0.320. (3) The molecule is CCC1(O)C(=O)OCc2c1cc1n(c2=O)Cc2c-1nc1ccc(O)cc1c2[Si](C)(C)C(C)(C)C. The log10(VDss) is -0.330. (4) The log10(VDss) is -0.430. The compound is C[N+]1(C)CCC(OC(=O)C(O)(c2ccccc2)C2CCCC2)C1.